Dataset: Forward reaction prediction with 1.9M reactions from USPTO patents (1976-2016). Task: Predict the product of the given reaction. (1) Given the reactants [Cl:1][C:2]1[CH:3]=[C:4]([CH:14]=[CH:15][C:16]=1[Cl:17])[CH2:5][N:6]1[CH2:11][CH2:10][O:9][CH:8]([CH2:12][NH2:13])[CH2:7]1.[F:18][C:19]1[CH:24]=[CH:23][C:22]([CH2:25][C:26](O)=[O:27])=[CH:21][CH:20]=1, predict the reaction product. The product is: [Cl:1][C:2]1[CH:3]=[C:4]([CH:14]=[CH:15][C:16]=1[Cl:17])[CH2:5][N:6]1[CH2:11][CH2:10][O:9][CH:8]([CH2:12][NH:13][C:26](=[O:27])[CH2:25][C:22]2[CH:23]=[CH:24][C:19]([F:18])=[CH:20][CH:21]=2)[CH2:7]1. (2) Given the reactants C([Mg]Cl)(C)C.Br[C:7]1[CH:8]=[CH:9][C:10]([Cl:13])=[N:11][CH:12]=1.Br[C:15]1[CH:20]=[CH:19][CH:18]=[CH:17][N:16]=1, predict the reaction product. The product is: [Cl:13][C:10]1[N:11]=[CH:12][C:7]([C:15]2[CH:20]=[CH:19][CH:18]=[CH:17][N:16]=2)=[CH:8][CH:9]=1. (3) The product is: [C:1]([CH2:4][N:5]1[C:11](=[O:12])[CH:10]([CH2:13][C:14]([OH:16])=[O:15])[CH2:9][C:8]2[CH:18]=[CH:19][C:20]([O:22][CH2:23][CH2:24][CH2:25][NH:26][C:27]3[CH:32]=[CH:31][CH:30]=[CH:29][N:28]=3)=[CH:21][C:7]=2[CH2:6]1)([OH:3])=[O:2]. Given the reactants [C:1]([CH2:4][N:5]1[C:11](=[O:12])[CH:10]([CH2:13][C:14]([O:16]C)=[O:15])[CH2:9][C:8]2[CH:18]=[CH:19][C:20]([O:22][CH2:23][CH2:24][CH2:25][NH:26][C:27]3[CH:32]=[CH:31][CH:30]=[CH:29][N:28]=3)=[CH:21][C:7]=2[CH2:6]1)([OH:3])=[O:2].N1C=CC=CC=1NCCCOC1C=CC2CC(CC(OCC)=O)C(=O)NCC=2C=1, predict the reaction product.